Dataset: Forward reaction prediction with 1.9M reactions from USPTO patents (1976-2016). Task: Predict the product of the given reaction. (1) Given the reactants [CH3:1][O:2][C:3]1[CH:4]=[C:5](Br)[CH:6]=[C:7]([O:11][CH3:12])[C:8]=1[O:9][CH3:10].[Li]CCCC.[P:19](Cl)([C:26]1[CH:31]=[CH:30][CH:29]=[CH:28][CH:27]=1)[C:20]1[CH:25]=[CH:24][CH:23]=[CH:22][CH:21]=1, predict the reaction product. The product is: [CH3:1][O:2][C:3]1[CH:4]=[C:5]([P:19]([C:26]2[CH:27]=[CH:28][CH:29]=[CH:30][CH:31]=2)[C:20]2[CH:25]=[CH:24][CH:23]=[CH:22][CH:21]=2)[CH:6]=[C:7]([O:11][CH3:12])[C:8]=1[O:9][CH3:10]. (2) Given the reactants [CH3:1][N:2]1[C:6]2[CH:7]=[CH:8][C:9]([C:11]([OH:13])=O)=[CH:10][C:5]=2[N:4]=[C:3]1[NH:14][C:15]1[S:16][C:17]2[CH:23]=[C:22]([O:24][C:25]([F:28])([F:27])[F:26])[CH:21]=[CH:20][C:18]=2[N:19]=1.[C:29]([O:33][C:34]([N:36]1[CH2:40][CH2:39][CH:38]([NH2:41])[CH2:37]1)=[O:35])([CH3:32])([CH3:31])[CH3:30].CN(C(ON1N=NC2C=CC=CC1=2)=[N+](C)C)C.F[P-](F)(F)(F)(F)F.CCN(C(C)C)C(C)C, predict the reaction product. The product is: [C:29]([O:33][C:34]([N:36]1[CH2:40][CH2:39][CH:38]([NH:41][C:11]([C:9]2[CH:8]=[CH:7][C:6]3[N:2]([CH3:1])[C:3]([NH:14][C:15]4[S:16][C:17]5[CH:23]=[C:22]([O:24][C:25]([F:26])([F:28])[F:27])[CH:21]=[CH:20][C:18]=5[N:19]=4)=[N:4][C:5]=3[CH:10]=2)=[O:13])[CH2:37]1)=[O:35])([CH3:32])([CH3:30])[CH3:31]. (3) Given the reactants F[C:2]1[CH:7]=[CH:6][CH:5]=[CH:4][C:3]=1[S:8]([NH:11][C@H:12]([CH2:16][C:17]1[CH:22]=[CH:21][C:20]([OH:23])=[CH:19][CH:18]=1)[C:13]([OH:15])=[O:14])(=[O:10])=[O:9].[F:24]C1C=CC=CC=1S(Cl)(=O)=O, predict the reaction product. The product is: [F:24][C:7]1[CH:2]=[C:3]([S:8]([NH:11][C@H:12]([CH2:16][C:17]2[CH:22]=[CH:21][C:20]([OH:23])=[CH:19][CH:18]=2)[C:13]([OH:15])=[O:14])(=[O:10])=[O:9])[CH:4]=[CH:5][CH:6]=1. (4) The product is: [CH:28]1([C:26]([NH:25][C:23]2[N:24]=[C:19]3[CH:18]=[CH:17][C:16]([O:15][C:14]4[CH:31]=[CH:32][C:33]([CH3:34])=[C:12]([NH:11][C:7]([C:6]5[CH:5]=[C:4]([CH3:10])[O:3][C:2]=5[CH3:1])=[O:8])[CH:13]=4)=[CH:21][N:20]3[N:22]=2)=[O:27])[CH2:29][CH2:30]1. Given the reactants [CH3:1][C:2]1[O:3][C:4]([CH3:10])=[CH:5][C:6]=1[C:7](Cl)=[O:8].[NH2:11][C:12]1[CH:13]=[C:14]([CH:31]=[CH:32][C:33]=1[CH3:34])[O:15][C:16]1[CH:17]=[CH:18][C:19]2[N:20]([N:22]=[C:23]([NH:25][C:26]([CH:28]3[CH2:30][CH2:29]3)=[O:27])[N:24]=2)[CH:21]=1, predict the reaction product. (5) Given the reactants C([O:8][C:9]1[CH:10]=[C:11]2[C:16](=[CH:17][CH:18]=1)[N:15]([CH:19]1[CH2:24][CH2:23][N:22]([CH:25]=[O:26])[CH2:21][CH2:20]1)[C:14](=[O:27])[N:13]([CH2:28][C:29]1[CH:34]=[CH:33][C:32]([O:35][CH3:36])=[C:31]([O:37][CH3:38])[CH:30]=1)[C:12]2=[O:39])C1C=CC=CC=1.C([O-])=O.[NH4+], predict the reaction product. The product is: [CH3:38][O:37][C:31]1[CH:30]=[C:29]([CH:34]=[CH:33][C:32]=1[O:35][CH3:36])[CH2:28][N:13]1[C:12](=[O:39])[C:11]2[C:16](=[CH:17][CH:18]=[C:9]([OH:8])[CH:10]=2)[N:15]([CH:19]2[CH2:24][CH2:23][N:22]([CH:25]=[O:26])[CH2:21][CH2:20]2)[C:14]1=[O:27]. (6) Given the reactants [OH-].[Na+].[C:3]([O:7][C:8]([N:10]1[CH:15]2[CH2:16][CH2:17][CH2:18][CH:11]1[CH2:12][CH:13]([CH2:19][C:20]([O:22]CC)=[O:21])[CH2:14]2)=[O:9])([CH3:6])([CH3:5])[CH3:4], predict the reaction product. The product is: [C:3]([O:7][C:8]([N:10]1[CH:15]2[CH2:16][CH2:17][CH2:18][CH:11]1[CH2:12][CH:13]([CH2:19][C:20]([OH:22])=[O:21])[CH2:14]2)=[O:9])([CH3:6])([CH3:4])[CH3:5]. (7) Given the reactants [CH2:1]([NH:4][C:5]([C:7]1[S:22][C:10]2[N:11]([C:16]3[CH:21]=[CH:20][CH:19]=[CH:18][CH:17]=3)[C:12](=[O:15])[CH:13]=[CH:14][C:9]=2[C:8]=1[C:23]1[CH:28]=[CH:27][CH:26]=[CH:25][CH:24]=1)=[O:6])[CH:2]=C.C[N+]1([O-])CC[O:33]CC1.[C:37]([O-:40])(O)=O.[Na+], predict the reaction product. The product is: [OH:33][CH:2]([CH2:37][OH:40])[CH2:1][NH:4][C:5]([C:7]1[S:22][C:10]2[N:11]([C:16]3[CH:21]=[CH:20][CH:19]=[CH:18][CH:17]=3)[C:12](=[O:15])[CH:13]=[CH:14][C:9]=2[C:8]=1[C:23]1[CH:24]=[CH:25][CH:26]=[CH:27][CH:28]=1)=[O:6].